This data is from Reaction yield outcomes from USPTO patents with 853,638 reactions. The task is: Predict the reaction yield, written as a fraction of the theoretical maximum amount of product (1.0 means a 100% yield; for example, 0.34 means a 34% yield). (1) The reactants are [C:1]([O:5][C:6]([N:8]([C:31]([O:33][C:34]([CH3:37])([CH3:36])[CH3:35])=[O:32])[C:9]1[C:18]2[C:13](=[CH:14][C:15]([NH:19][CH:20]([C:24]3[CH:29]=[CH:28][CH:27]=[C:26]([Br:30])[CH:25]=3)[C:21](O)=[O:22])=[CH:16][CH:17]=2)[CH:12]=[CH:11][N:10]=1)=[O:7])([CH3:4])([CH3:3])[CH3:2].[CH3:38][S:39]([C:42]1[CH:47]=[CH:46][CH:45]=[CH:44][C:43]=1[CH2:48][NH2:49])(=[O:41])=[O:40].C(N(C(C)C)CC)(C)C.Cl.CN(C)CCCN=C=NCC.ON1C2N=CC=CC=2N=N1. The catalyst is CN(C)C=O.ClCCl. The product is [CH3:38][S:39]([C:42]1[CH:47]=[CH:46][CH:45]=[CH:44][C:43]=1[CH2:48][NH:49][C:21](=[O:22])[CH:20]([C:24]1[CH:29]=[CH:28][CH:27]=[C:26]([Br:30])[CH:25]=1)[NH:19][C:15]1[CH:14]=[C:13]2[C:18](=[CH:17][CH:16]=1)[C:9]([N:8]([C:6]([O:5][C:1]([CH3:2])([CH3:3])[CH3:4])=[O:7])[C:31]([O:33][C:34]([CH3:37])([CH3:36])[CH3:35])=[O:32])=[N:10][CH:11]=[CH:12]2)(=[O:40])=[O:41]. The yield is 0.810. (2) The reactants are [CH3:1][C:2]1[N:6]=[C:5]([C:7]2[N:8]=[C:9]3[N:19]([CH:20]=2)[CH2:18][CH2:17][O:16][C:15]2[C:10]3=[CH:11][CH:12]=[C:13]([C:21]([NH2:23])=[O:22])[CH:14]=2)[N:4]([CH:24]([CH3:26])[CH3:25])[N:3]=1.[CH3:27][N:28]([CH:30](OC)OC)[CH3:29]. The catalyst is O1CCOCC1. The product is [CH3:27][N:28](/[CH:30]=[N:23]/[C:21]([C:13]1[CH:14]=[C:15]2[C:10](=[CH:11][CH:12]=1)[C:9]1[N:19]([CH:20]=[C:7]([C:5]3[N:4]([CH:24]([CH3:26])[CH3:25])[N:3]=[C:2]([CH3:1])[N:6]=3)[N:8]=1)[CH2:18][CH2:17][O:16]2)=[O:22])[CH3:29]. The yield is 0.780. (3) The reactants are [OH:1][CH:2]1[CH2:11][C:10]2[C:9]([NH:12][C:13](=[O:21])[C:14]3[CH:19]=[CH:18][C:17](I)=[CH:16][CH:15]=3)=[CH:8][CH:7]=[CH:6][C:5]=2[CH2:4][CH2:3]1.CN(C=O)C.[F:27][C:28]1[CH:29]=[C:30](B(O)O)[CH:31]=[CH:32][C:33]=1[F:34].C(=O)([O-])[O-].[Na+].[Na+]. The catalyst is C1C=CC([P]([Pd]([P](C2C=CC=CC=2)(C2C=CC=CC=2)C2C=CC=CC=2)([P](C2C=CC=CC=2)(C2C=CC=CC=2)C2C=CC=CC=2)[P](C2C=CC=CC=2)(C2C=CC=CC=2)C2C=CC=CC=2)(C2C=CC=CC=2)C2C=CC=CC=2)=CC=1.O. The product is [F:27][C:28]1[CH:29]=[C:30]([C:17]2[CH:18]=[CH:19][C:14]([C:13]([NH:12][C:9]3[C:10]4[CH2:11][CH:2]([OH:1])[CH2:3][CH2:4][C:5]=4[CH:6]=[CH:7][CH:8]=3)=[O:21])=[CH:15][CH:16]=2)[CH:31]=[CH:32][C:33]=1[F:34]. The yield is 0.540. (4) The reactants are COC1C=CC(C[N:8]([C:16]2[S:17][C:18]([C:22]3[CH:23]=[C:24]4[C:29](=[CH:30][CH:31]=3)[CH:28]=[N:27][CH:26]=[CH:25]4)=[C:19]([Cl:21])[N:20]=2)C(=O)OC(C)(C)C)=CC=1. The catalyst is CC(O)=O. The product is [Cl:21][C:19]1[N:20]=[C:16]([NH2:8])[S:17][C:18]=1[C:22]1[CH:23]=[C:24]2[C:29](=[CH:30][CH:31]=1)[CH:28]=[N:27][CH:26]=[CH:25]2. The yield is 0.810.